Dataset: Reaction yield outcomes from USPTO patents with 853,638 reactions. Task: Predict the reaction yield, written as a fraction of the theoretical maximum amount of product (1.0 means a 100% yield; for example, 0.34 means a 34% yield). (1) The yield is 0.520. The catalyst is C1(C)C=CC=CC=1.C(O)C. The product is [Br:49][CH2:50][C:51]1[CH:52]=[CH:53][C:54]([CH2:57][C:58]([NH:60][C:61]([NH:46][C:45]2[CH:47]=[CH:48][C:42]([O:41][C:32]3[C:31]4[C:36](=[CH:37][C:38]([O:39][CH3:40])=[C:29]([O:28][CH3:27])[CH:30]=4)[N:35]=[CH:34][CH:33]=3)=[CH:43][CH:44]=2)=[S:62])=[O:59])=[CH:55][CH:56]=1. The reactants are S(Cl)(Cl)=O.BrCC1C=CC(C(O)=O)=CC=1.BrCC1C=CC(C(Cl)=O)=CC=1.[CH3:27][O:28][C:29]1[CH:30]=[C:31]2[C:36](=[CH:37][C:38]=1[O:39][CH3:40])[N:35]=[CH:34][CH:33]=[C:32]2[O:41][C:42]1[CH:48]=[CH:47][C:45]([NH2:46])=[CH:44][CH:43]=1.[Br:49][CH2:50][C:51]1[CH:56]=[CH:55][C:54]([CH2:57][C:58]([N:60]=[C:61]=[S:62])=[O:59])=[CH:53][CH:52]=1. (2) The reactants are [Al+3].[Cl-].[Cl-].[Cl-].[C:5]1(=[O:11])[O:10][C:8](=[O:9])[CH2:7][CH2:6]1.Cl.[Br:13][C:14]1[CH:19]=[CH:18][CH:17]=[CH:16][CH:15]=1. No catalyst specified. The product is [Br:13][C:14]1[CH:19]=[CH:18][C:17]([C:5](=[O:11])[CH2:6][CH2:7][C:8]([OH:10])=[O:9])=[CH:16][CH:15]=1. The yield is 0.620. (3) The reactants are [BH4-].[Na+].[Br:3][C:4]1[CH:9]=[CH:8][C:7]([C:10]2[CH2:11][CH2:12][CH2:13][N:14]=2)=[CH:6][CH:5]=1. The catalyst is O.CO. The product is [Br:3][C:4]1[CH:5]=[CH:6][C:7]([CH:10]2[CH2:11][CH2:12][CH2:13][NH:14]2)=[CH:8][CH:9]=1. The yield is 0.840. (4) The reactants are [CH:1]1([CH2:4][N:5]([CH2:18][CH:19]2[CH2:21][CH2:20]2)[C:6]2[C:15]3[C:10](=[CH:11][CH:12]=[CH:13][CH:14]=3)[N:9]=[CH:8][C:7]=2[CH:16]=O)[CH2:3][CH2:2]1.[F:22][C:23]([F:37])([F:36])[C:24]1[CH:25]=[C:26]([CH:29]=[C:30]([C:32]([F:35])([F:34])[F:33])[CH:31]=1)[CH2:27][NH2:28].C([BH3-])#N.[Na+]. The catalyst is CO.C(O)(=O)C. The yield is 0.650. The product is [F:22][C:23]([F:36])([F:37])[C:24]1[CH:25]=[C:26]([CH:29]=[C:30]([C:32]([F:35])([F:33])[F:34])[CH:31]=1)[CH2:27][NH:28][CH2:16][C:7]1[CH:8]=[N:9][C:10]2[C:15]([C:6]=1[N:5]([CH2:18][CH:19]1[CH2:21][CH2:20]1)[CH2:4][CH:1]1[CH2:3][CH2:2]1)=[CH:14][CH:13]=[CH:12][CH:11]=2.